The task is: Predict which catalyst facilitates the given reaction.. This data is from Catalyst prediction with 721,799 reactions and 888 catalyst types from USPTO. (1) Reactant: C(OC([NH:8][C@@H:9]1[CH2:14][CH2:13][C@H:12]([N:15]2[C:20](=[O:21])[C:19]3[CH:22]=[C:23]([F:26])[CH:24]=[N:25][C:18]=3[N:17]([C:27]3[CH:28]=[C:29]([C:33]4[CH:38]=[CH:37][C:36]([CH2:39][N:40]5[CH2:46][CH2:45][CH2:44][N:43]([C:47]([O:49][CH2:50][C:51]6[CH:56]=[CH:55][CH:54]=[CH:53][CH:52]=6)=[O:48])[CH2:42][CH2:41]5)=[CH:35][CH:34]=4)[CH:30]=[CH:31][CH:32]=3)[C:16]2=[O:57])[CH2:11][CH2:10]1)=O)(C)(C)C.Cl. Product: [NH2:8][C@@H:9]1[CH2:14][CH2:13][C@H:12]([N:15]2[C:20](=[O:21])[C:19]3[CH:22]=[C:23]([F:26])[CH:24]=[N:25][C:18]=3[N:17]([C:27]3[CH:28]=[C:29]([C:33]4[CH:34]=[CH:35][C:36]([CH2:39][N:40]5[CH2:46][CH2:45][CH2:44][N:43]([C:47]([O:49][CH2:50][C:51]6[CH:56]=[CH:55][CH:54]=[CH:53][CH:52]=6)=[O:48])[CH2:42][CH2:41]5)=[CH:37][CH:38]=4)[CH:30]=[CH:31][CH:32]=3)[C:16]2=[O:57])[CH2:11][CH2:10]1. The catalyst class is: 12. (2) Reactant: Br[C:2]1[CH:7]=[CH:6][C:5]([N:8]2[CH2:13][CH2:12][CH:11]([N:14]([CH3:18])[C:15](=[O:17])[CH3:16])[CH2:10][CH2:9]2)=[CH:4][CH:3]=1.CC([O-])=O.[K+].[CH3:24][C:25]1([CH3:41])[C:29]([CH3:31])([CH3:30])[O:28][B:27]([B:27]2[O:28][C:29]([CH3:31])([CH3:30])[C:25]([CH3:41])([CH3:24])[O:26]2)[O:26]1. Product: [CH3:18][N:14]([CH:11]1[CH2:12][CH2:13][N:8]([C:5]2[CH:6]=[CH:7][C:2]([B:27]3[O:28][C:29]([CH3:31])([CH3:30])[C:25]([CH3:41])([CH3:24])[O:26]3)=[CH:3][CH:4]=2)[CH2:9][CH2:10]1)[C:15](=[O:17])[CH3:16]. The catalyst class is: 75.